Task: Predict the product of the given reaction.. Dataset: Forward reaction prediction with 1.9M reactions from USPTO patents (1976-2016) (1) Given the reactants [NH2:1][C:2]1[C:7]([F:8])=[CH:6][C:5]([CH2:9][OH:10])=[C:4]([O:11][CH3:12])[CH:3]=1.CN(C1C=CC=CN=1)C.C(N(CC)CC)C.[C:29]([Si:33](Cl)([CH3:35])[CH3:34])([CH3:32])([CH3:31])[CH3:30], predict the reaction product. The product is: [Si:33]([O:10][CH2:9][C:5]1[C:4]([O:11][CH3:12])=[CH:3][C:2]([NH2:1])=[C:7]([F:8])[CH:6]=1)([C:29]([CH3:32])([CH3:31])[CH3:30])([CH3:35])[CH3:34]. (2) Given the reactants C([N-]C(C)C)(C)C.[Li+].C(OCC(O)[CH2:19][C:20]([O:22][CH2:23][CH3:24])=[O:21])C1C=CC=CC=1.[I:26][CH2:27][CH2:28]O.C(OCC)=C, predict the reaction product. The product is: [CH2:23]([O:22][CH:20]([O:21][CH2:28][CH2:27][I:26])[CH3:19])[CH3:24]. (3) Given the reactants [F:1][C:2]1[C:9]([F:10])=[CH:8][C:5]([CH:6]=[O:7])=[C:4]([O:11][C@H:12]([CH2:14][CH:15]=[CH2:16])[CH3:13])[CH:3]=1.[H-].[Al+3].[Li+].[H-].[H-].[H-], predict the reaction product. The product is: [F:1][C:2]1[C:9]([F:10])=[CH:8][C:5]([CH2:6][OH:7])=[C:4]([O:11][C@H:12]([CH2:14][CH:15]=[CH2:16])[CH3:13])[CH:3]=1. (4) Given the reactants [CH3:1][N:2]1[CH:6]=[C:5]([C:7]2[CH:12]=[CH:11][C:10]([S:13]([CH3:16])(=[O:15])=[O:14])=[CH:9][CH:8]=2)[N:4]=[CH:3]1.C(O)(C(F)(F)F)=O.C1C(=O)N([I:31])C(=O)C1, predict the reaction product. The product is: [I:31][C:6]1[N:2]([CH3:1])[CH:3]=[N:4][C:5]=1[C:7]1[CH:8]=[CH:9][C:10]([S:13]([CH3:16])(=[O:15])=[O:14])=[CH:11][CH:12]=1.